From a dataset of Full USPTO retrosynthesis dataset with 1.9M reactions from patents (1976-2016). Predict the reactants needed to synthesize the given product. Given the product [C:19]1([C:24]2[CH:25]=[CH:26][CH:27]=[CH:28][CH:29]=2)[CH:20]=[CH:21][CH:22]=[CH:23][C:18]=1[NH:17][C:10]([C@:9]1([CH3:16])[CH2:13][CH2:14][CH2:15][N:8]1[C:6]([O:5][C:1]([CH3:2])([CH3:3])[CH3:4])=[O:7])=[O:12], predict the reactants needed to synthesize it. The reactants are: [C:1]([O:5][C:6]([N:8]1[CH2:15][CH2:14][CH2:13][C@@:9]1([CH3:16])[C:10]([OH:12])=O)=[O:7])([CH3:4])([CH3:3])[CH3:2].[NH2:17][C:18]1[CH:23]=[CH:22][CH:21]=[CH:20][C:19]=1[C:24]1[CH:29]=[CH:28][CH:27]=[CH:26][CH:25]=1.O=P(Cl)(Cl)Cl.